This data is from NCI-60 drug combinations with 297,098 pairs across 59 cell lines. The task is: Regression. Given two drug SMILES strings and cell line genomic features, predict the synergy score measuring deviation from expected non-interaction effect. (1) Drug 1: C1C(C(OC1N2C=NC3=C(N=C(N=C32)Cl)N)CO)O. Drug 2: CC1=C2C(C(=O)C3(C(CC4C(C3C(C(C2(C)C)(CC1OC(=O)C(C(C5=CC=CC=C5)NC(=O)C6=CC=CC=C6)O)O)OC(=O)C7=CC=CC=C7)(CO4)OC(=O)C)O)C)OC(=O)C. Cell line: OVCAR-4. Synergy scores: CSS=16.2, Synergy_ZIP=-7.86, Synergy_Bliss=-5.56, Synergy_Loewe=-21.9, Synergy_HSA=-7.44. (2) Drug 1: CC=C1C(=O)NC(C(=O)OC2CC(=O)NC(C(=O)NC(CSSCCC=C2)C(=O)N1)C(C)C)C(C)C. Drug 2: CCC1(C2=C(COC1=O)C(=O)N3CC4=CC5=C(C=CC(=C5CN(C)C)O)N=C4C3=C2)O.Cl. Cell line: SR. Synergy scores: CSS=80.3, Synergy_ZIP=0.801, Synergy_Bliss=0.999, Synergy_Loewe=1.07, Synergy_HSA=3.36. (3) Drug 1: C1=C(C(=O)NC(=O)N1)F. Drug 2: C1CN(CCN1C(=O)CCBr)C(=O)CCBr. Cell line: HCT-15. Synergy scores: CSS=52.7, Synergy_ZIP=-2.48, Synergy_Bliss=-0.430, Synergy_Loewe=-7.15, Synergy_HSA=1.82.